From a dataset of Full USPTO retrosynthesis dataset with 1.9M reactions from patents (1976-2016). Predict the reactants needed to synthesize the given product. (1) Given the product [CH2:40]([O:39][C:37](=[O:38])[NH:30][CH:10]1[CH2:14][C:13]2[CH:15]=[CH:16][CH:17]=[C:18]([C:19]3[CH:24]=[CH:23][C:22]([Cl:25])=[CH:21][C:20]=3[CH3:26])[C:12]=2[O:11]1)[C:41]1[CH:46]=[CH:45][CH:44]=[CH:43][CH:42]=1, predict the reactants needed to synthesize it. The reactants are: C(C([CH:10]1[CH2:14][C:13]2[CH:15]=[CH:16][CH:17]=[C:18]([C:19]3[CH:24]=[CH:23][C:22]([Cl:25])=[CH:21][C:20]=3[CH3:26])[C:12]=2[O:11]1)N)C1C=CC=CC=1.C([N:30](C(C)C)CC)(C)C.Cl[C:37]([O:39][CH2:40][C:41]1[CH:46]=[CH:45][CH:44]=[CH:43][CH:42]=1)=[O:38]. (2) Given the product [C:12]([C:9]1[CH:10]=[C:11]2[C:6](=[CH:7][C:8]=1[O:14][CH2:15][CH2:16][CH2:17][N:18]1[CH2:22][CH2:21][CH2:20][CH2:19]1)[N:5]=[CH:4][CH:3]=[C:2]2[O:33][C:32]1[C:24]([F:23])=[C:25]2[C:29](=[CH:30][CH:31]=1)[NH:28][C:27]([CH3:34])=[CH:26]2)#[N:13], predict the reactants needed to synthesize it. The reactants are: Cl[C:2]1[C:11]2[C:6](=[CH:7][C:8]([O:14][CH2:15][CH2:16][CH2:17][N:18]3[CH2:22][CH2:21][CH2:20][CH2:19]3)=[C:9]([C:12]#[N:13])[CH:10]=2)[N:5]=[CH:4][CH:3]=1.[F:23][C:24]1[C:32]([OH:33])=[CH:31][CH:30]=[C:29]2[C:25]=1[CH:26]=[C:27]([CH3:34])[NH:28]2.C(=O)([O-])[O-].[Cs+].[Cs+]. (3) Given the product [O:16]1[CH2:17][CH2:12][CH2:13][CH2:14][CH:15]1[O:1][C:2]1[CH:11]=[CH:10][C:5]2[NH:6][C:7](=[O:9])[O:8][C:4]=2[CH:3]=1, predict the reactants needed to synthesize it. The reactants are: [OH:1][C:2]1[CH:11]=[CH:10][C:5]2[NH:6][C:7](=[O:9])[O:8][C:4]=2[CH:3]=1.[CH2:12]1[CH2:17][O:16][CH:15]=[CH:14][CH2:13]1.CC1C=CC(S([O-])(=O)=O)=CC=1.C1C=C[NH+]=CC=1. (4) Given the product [Br:20][C:15]1[CH:16]=[CH:17][CH:18]=[C:19]2[C:14]=1[CH2:13][CH2:12][N:4]([CH:5]([CH2:9][CH2:10][CH3:11])[CH2:6][CH2:7][CH3:8])[C:3]2=[O:2], predict the reactants needed to synthesize it. The reactants are: C[O:2][C:3](=O)[N:4]([CH2:12][CH2:13][C:14]1[CH:19]=[CH:18][CH:17]=[CH:16][C:15]=1[Br:20])[CH:5]([CH2:9][CH2:10][CH3:11])[CH2:6][CH2:7][CH3:8].FC(F)(F)S(OS(C(F)(F)F)(=O)=O)(=O)=O.C(=O)([O-])[O-].[Na+].[Na+]. (5) Given the product [I:1][C:2]1[CH:3]=[C:4]2[C:8](=[CH:9][CH:10]=1)[N:7]([Si:21]([CH:26]([CH3:28])[CH3:27])([CH:23]([CH3:25])[CH3:24])[CH:18]([CH3:20])[CH3:19])[CH:6]=[CH:5]2, predict the reactants needed to synthesize it. The reactants are: [I:1][C:2]1[CH:3]=[C:4]2[C:8](=[CH:9][CH:10]=1)[NH:7][CH:6]=[CH:5]2.CN(C=O)C.[H-].[Na+].[CH:18]([Si:21]([CH:26]([CH3:28])[CH3:27])([CH:23]([CH3:25])[CH3:24])Cl)([CH3:20])[CH3:19]. (6) Given the product [Cl:34][C:28]1[CH:29]=[C:30]([Cl:33])[CH:31]=[CH:32][C:27]=1[C:25](=[O:26])[CH:24]([O:7][C:4]1[NH:5][N:6]=[C:2]([CH3:1])[C:3]=1[N:8]1[CH:12]=[CH:11][C:10]([C:13]([F:16])([F:14])[F:15])=[N:9]1)[CH3:35], predict the reactants needed to synthesize it. The reactants are: [CH3:1][C:2]1[C:3]([N:8]2[CH:12]=[CH:11][C:10]([C:13]([F:16])([F:15])[F:14])=[N:9]2)=[C:4]([OH:7])[NH:5][N:6]=1.C(=O)([O-])[O-].[Cs+].[Cs+].Br[CH:24]([CH3:35])[C:25]([C:27]1[CH:32]=[CH:31][C:30]([Cl:33])=[CH:29][C:28]=1[Cl:34])=[O:26].C([O-])([O-])=O.[Na+].[Na+].